From a dataset of Catalyst prediction with 721,799 reactions and 888 catalyst types from USPTO. Predict which catalyst facilitates the given reaction. (1) Reactant: [O:1]=[C:2]([CH2:7][CH3:8])[C:3]([O:5][CH3:6])=[O:4].[Br:9]Br. Product: [Br:9][CH:7]([CH3:8])[C:2](=[O:1])[C:3]([O:5][CH3:6])=[O:4]. The catalyst class is: 91. (2) Reactant: CC1C=CC(S([O:11][C:12]2[CH:17]=[C:16]([CH3:18])[CH:15]=[CH:14][C:13]=2[N:19]2[C:23]([CH3:24])=[CH:22][C:21]([CH3:25])=[N:20]2)(=O)=O)=CC=1.[OH-].[K+]. Product: [CH3:25][C:21]1[CH:22]=[C:23]([CH3:24])[N:19]([C:13]2[CH:14]=[CH:15][C:16]([CH3:18])=[CH:17][C:12]=2[OH:11])[N:20]=1. The catalyst class is: 40.